Task: Binary Classification. Given two protein amino acid sequences, predict whether they physically interact or not.. Dataset: Human Reference Interactome with 51,813 positive PPI pairs across 8,248 proteins, plus equal number of experimentally-validated negative pairs (1) Protein 1 (ENSG00000140263) has sequence MAAAAKPNNLSLVVHGPGDLRLENYPIPEPGPNEVLLRMHSVGICGSDVHYWEYGRIGNFIVKKPMVLGHEASGTVEKVGSSVKHLKPGDRVAIEPGAPRENDEFCKMGRYNLSPSIFFCATPPDDGNLCRFYKHNAAFCYKLPDNVTFEEGALIEPLSVGIHACRRGGVTLGHKVLVCGAGPIGMVTLLVAKAMGAAQVVVTDLSATRLSKAKEIGADLVLQISKESPQEIARKVEGQLGCKPEVTIECTGAEASIQAGIYATRSGGNLVLVGLGSEMTTVPLLHAAIREVDIKGVFRY.... Protein 2 (ENSG00000006611) has sequence MDRKVAREFRHKVDFLIENDAEKDYLYDVLRMYHQTMDVAVLVGDLKLVINEPSRLPLFDAIRPLIPLKHQVEYDQLTPRRSRKLKEVRLDRLHPEGLGLSVRGGLEFGCGLFISHLIKGGQADSVGLQVGDEIVRINGYSISSCTHEEVINLIRTKKTVSIKVRHIGLIPVKSSPDEPLTWQYVDQFVSESGGVRGSLGSPGNRENKEKKVFISLVGSRGLGCSISSGPIQKPGIFISHVKPGSLSAEVGLEIGDQIVEVNGVDFSNLDHKEAVNVLKSSRSLTISIVAAAGRELFMTD.... Result: 0 (the proteins do not interact). (2) Protein 1 (ENSG00000178096) has sequence MLSGRLVLGLVSMAGRVCLCQGSAGSGAIGPVEAAIRTKLEEALSPEVLELRNESGGHAVPPGSETHFRVAVVSSRFEGLSPLQRHRLVHAALAEELGGPVHALAIQARTPAQWRENSQLDTSPPCLGGNKKTLGTP*. Protein 2 (ENSG00000132016) has sequence MTKRKKLRTSGEGLCPPKPLKNPRLGDFYGDPQSSMLGCLHHPEEPEGKLGPVPSTQQHGEEPGKAVSSSPDEETGSPCRLLRQPEKEPAPLPPSQNSFGRFVPQFAKSRKTVTRKEEMKDEDRGSGAFSLETIAESSAQSPGCQLLVETLGVPLQEATELGDPTQADSARPEQSSQSPVQAVPGSGDSQPDDPPDRGTGLSASQRASQDHLSEQGADDSKPETDRVPGDGGQKEHLPSIDSEGEKPDRGAPQEGGAQRTAGAGLPGGPQEEGDGVPCTPASAPTSGPAPGLGPASWCLE.... Result: 0 (the proteins do not interact). (3) Protein 1 (ENSG00000099994) has sequence MKPALLPWALLLLATALGPGPGPTADAQESCSMRCGALDGPCSCHPTCSGLGTCCLDFRDFCLEILPYSGSMMGGKDFVVRHFKMSSPTDASVICRFKDSIQTLGHVDSSGQVHCVSPLLYESGRIPFTVSLDNGHSFPRAGTWLAVHPNKVSMMEKSELVNETRWQYYGTANTSGNLSLTWHVKSLPTQTITIELWGYEETGMPYSQEWTAKWSYLYPLATHIPNSGSFTFTPKPAPPSYQRWRVGALRIIDSKNYAGQKDVQALWTNDHALAWHLSDDFREDPVAWARTQCQAWEELE.... Protein 2 (ENSG00000102962) has sequence MDRLQTALLVVLVLLAVALQATEAGPYGANMEDSVCCRDYVRYRLPLRVVKHFYWTSDSCPRPGVVLLTFRDKEICADPRVPWVKMILNKLSQ*. Result: 0 (the proteins do not interact). (4) Protein 2 (ENSG00000101856) has sequence MAAEDVVATGADPSDLESGGLLHEIFTSPLNLLLLGLCIFLLYKIVRGDQPAASGDSDDDEPPPLPRLKRRDFTPAELRRFDGVQDPRILMAINGKVFDVTKGRKFYGPEGPYGVFAGRDASRGLATFCLDKEALKDEYDDLSDLTAAQQETLSDWESQFTFKYHHVGKLLKEGEEPTVYSDEEEPKDESARKND*MAAEDVVATGADPSDLESGGLLHEIFTSPLNLLLLGLCIFLLYKIVRGDQPAASGDSDDDEPPPLPRLKRRDFTPAELRRFDGVQDPRILMAINGKVFDVTKGR.... Protein 1 (ENSG00000163352) has sequence MQPRTQPLAQTLPFFLGGAPRDTGLRVPVIKMGTGWEGFQRTLKEVAYILLCCWCIKELLD*. Result: 0 (the proteins do not interact). (5) Protein 1 (ENSG00000181778) has sequence MQNRTGLILCALALLMGFLMVCLGAFFISWGSIFDCQGSLIAAYLLLPLGFVILLSGIFWSNYRQVTESKGVLRHMLRQHLAHGALPVATVDRPDFYPPAYEESLEVEKQSCPAEREASGIPPPLYTETGLEFQDGNDSHPEAPPSYRESIAGLVVTAISEDAQRRGQEC*. Protein 2 (ENSG00000156253) has sequence MKIELSMQPWNPGYSSEGATAQETYTCPKMIEMEQAEAQLAELDLLASMFPGENELIVNDQLAVAELKDCIEKKTMEGRSSKVYFTINMNLDVSDEKMAMFSLACILPFKYPAVLPEITVRSVLLSRSQQTQLNTDLTAFLQKHCHGDVCILNATEWVREHASGYVSRDTSSSPTTGSTVQSVDLIFTRLWIYSHHIYNKCKRKNILEWAKELSLSGFSMPGKPGVVCVEGPQSACEEFWSRLRKLNWKRILIRHREDIPFDGTNDETERQRKFSIFEEKVFSVNGARGNHMDFGQLYQF.... Result: 0 (the proteins do not interact). (6) Protein 1 (ENSG00000112699) has sequence MAHAPARCPSARGSGDGEMGKPRNVALITGITGQDGSYLAEFLLEKGYEVHGIVRRSSSFNTGRIEHLYKNPQAHIEGNMKLHYGDLTDSTCLVKIINEVKPTEIYNLGAQSHVKISFDLAEYTADVDGVGTLRLLDAVKTCGLINSVKFYQASTSELYGKVQEIPQKETTPFYPRSPYGAAKLYAYWIVVNFREAYNLFAVNGILFNHESPRRGANFVTRKISRSVAKIYLGQLECFSLGNLDAKRDWGHAKDYVEAMWLMLQNDEPEDFVIATGEVHSVREFVEKSFLHIGKTIVWEG.... Protein 2 (ENSG00000105835) has sequence MNPAAEAEFNILLATDSYKVTHYKQYPPNTSKVYSYFECREKKTENSKLRKVKYEETVFYGLQYILNKYLKGKVVTKEKIQEAKDVYKEHFQDDVFNEKGWNYILEKYDGHLPIEIKAVPEGFVIPRGNVLFTVENTDPECYWLTNWIETILVQSWYPITVATNSREQKKILAKYLLETSGNLDGLEYKLHDFGYRGVSSQETAGIGASAHLVNFKGTDTVAGLALIKKYYGTKDPVPGYSVPAAEHSTITAWGKDHEKDAFEHIVTQFSSVPVSVVSDSYDIYNACEKIWGEDLRHLIV.... Result: 0 (the proteins do not interact). (7) Protein 1 (ENSG00000177595) has sequence MAATVEGPELEAAAAAGDASEDSDAGSRALPFLGGNRLSLDLYPGGCQQLLHLCVQQPLQLLQVEFLRLSTHEDPQLLEATLAQLPQSLSCLRSLVLKGGQRRDTLGACLRGALTNLPAGLSGLAHLAHLDLSFNSLETLPACVLQMRGLGALLLSHNCLSELPEALGALPALTFLTVTHNRLQTLPPALGALSTLQRLDLSQNLLDTLPPEIGGLGSLLELNLASNRLQSLPASLAGLRSLRLLVLHSNLLASVPADLARLPLLTRLDLRDNQLRDLPPELLDAPFVRLQGNPLGEASP.... Protein 2 (ENSG00000172869) has sequence MNLHQVLTGAVNPGDHCFSVGSIGDQRFTAYASGCDIVILGSDFERLQIIPGAKHGNIQVGCVDCSMQQGKIAASYGNVISIFEPVNLPKQKKNLELYSQWQKSGQFFLESIAHNITWDPTGSRLLTGSSYLQLWSNTNLEKPTEDENLNKTDLNFGDWKCIWHCKTASQVHLMKFSPDGEFFATAGKDDCLLKVWYNVENWRTAVTSPDGSSEKQSQGEIDFSFVYLAHPRAVNGFSWRKTSKYMPRASVCNVLLTCCKDNVCRLWVETFLPNDCLLYGGDCSHWTESINLTNNFKRNA.... Result: 0 (the proteins do not interact).